Dataset: Reaction yield outcomes from USPTO patents with 853,638 reactions. Task: Predict the reaction yield, written as a fraction of the theoretical maximum amount of product (1.0 means a 100% yield; for example, 0.34 means a 34% yield). (1) The reactants are [NH2:1][C:2]1[N:7]=[CH:6][C:5](/[CH:8]=[CH:9]/[C:10]([N:12]([CH3:24])[CH2:13][C:14]2[CH2:15][C:16]3[C:21]([C:22]=2[CH3:23])=[CH:20][CH:19]=[CH:18][CH:17]=3)=[O:11])=[CH:4][CH:3]=1.C([O-])(O)=O.[Na+].[C:30](OC(=O)C)(=[O:32])[CH3:31]. The catalyst is C1COCC1. The product is [C:30]([NH:1][C:2]1[N:7]=[CH:6][C:5](/[CH:8]=[CH:9]/[C:10]([N:12]([CH3:24])[CH2:13][C:14]2[CH2:15][C:16]3[C:21]([C:22]=2[CH3:23])=[CH:20][CH:19]=[CH:18][CH:17]=3)=[O:11])=[CH:4][CH:3]=1)(=[O:32])[CH3:31]. The yield is 0.748. (2) The yield is 0.240. The catalyst is CN(C=O)C. The reactants are [CH3:1][C:2]1[CH:3]=[C:4]2[C:9](=[CH:10][CH:11]=1)[NH:8][C:7](=[O:12])[C:6]([C:13]#[N:14])=[C:5]2[N:15]1[CH2:20][CH2:19][N:18]([C:21]([C:23]2[S:24][CH:25]=[CH:26][CH:27]=2)=[O:22])[CH2:17][CH2:16]1.Cl.[CH3:29][N:30]([CH3:34])[CH2:31][CH2:32]Cl.C(=O)([O-])[O-].[K+].[K+]. The product is [CH3:29][N:30]([CH3:34])[CH2:31][CH2:32][N:8]1[C:9]2[C:4](=[CH:3][C:2]([CH3:1])=[CH:11][CH:10]=2)[C:5]([N:15]2[CH2:16][CH2:17][N:18]([C:21]([C:23]3[S:24][CH:25]=[CH:26][CH:27]=3)=[O:22])[CH2:19][CH2:20]2)=[C:6]([C:13]#[N:14])[C:7]1=[O:12]. (3) The reactants are [CH3:1][C:2]1[CH:7]=[CH:6][C:5]([OH:8])=[CH:4][C:3]=1[N+:9]([O-:11])=[O:10].Cl.Cl[CH2:14][CH2:15][N:16]([CH3:18])[CH3:17].C([O-])([O-])=O.[K+].[K+]. The catalyst is CC(=O)CC. The product is [CH3:17][N:16]([CH3:18])[CH2:15][CH2:14][O:8][C:5]1[CH:6]=[CH:7][C:2]([CH3:1])=[C:3]([N+:9]([O-:11])=[O:10])[CH:4]=1. The yield is 0.890. (4) The reactants are [Br:1][C:2]1[CH:3]=[C:4]2[C:8](=[CH:9][CH:10]=1)[NH:7][C:6](=[O:11])[C:5]2=O.[O:13]1[C:17]2[CH:18]=[CH:19][C:20]([CH2:22][CH2:23][C:24]([NH:26][C:27]3[CH:32]=[CH:31][C:30]([C:33]([NH:35][NH2:36])=[O:34])=[CH:29][CH:28]=3)=[O:25])=[CH:21][C:16]=2[O:15][CH2:14]1. The catalyst is C(O)(=O)C. The product is [O:13]1[C:17]2[CH:18]=[CH:19][C:20]([CH2:22][CH2:23][C:24]([NH:26][C:27]3[CH:32]=[CH:31][C:30]([C:33]([NH:35][N:36]=[C:5]4[C:4]5[C:8](=[CH:9][CH:10]=[C:2]([Br:1])[CH:3]=5)[NH:7][C:6]4=[O:11])=[O:34])=[CH:29][CH:28]=3)=[O:25])=[CH:21][C:16]=2[O:15][CH2:14]1. The yield is 0.890. (5) The reactants are [I:1][C:2]1[C:10]2[C:5](=[N:6][CH:7]=[N:8][C:9]=2[NH2:11])[NH:4][N:3]=1.O[CH2:13][C@H:14]1[CH2:18][CH2:17][CH2:16][N:15]1[C:19]([O:21][C:22]([CH3:25])([CH3:24])[CH3:23])=[O:20].C1C=CC(P(C2C=CC=CC=2)C2C=CC=CC=2)=CC=1.CC(OC(/N=N/C(OC(C)C)=O)=O)C. The catalyst is O.CN(C)C=O. The product is [NH2:11][C:9]1[N:8]=[CH:7][N:6]=[C:5]2[N:4]([CH2:13][C@H:14]3[CH2:18][CH2:17][CH2:16][N:15]3[C:19]([O:21][C:22]([CH3:23])([CH3:25])[CH3:24])=[O:20])[N:3]=[C:2]([I:1])[C:10]=12. The yield is 0.0600. (6) The reactants are [CH3:1][C:2]1([CH3:16])[C:11]2[C:6](=[CH:7][C:8]([NH:12]C(=O)C)=[CH:9][CH:10]=2)[O:5][CH2:4][CH2:3]1.[OH-].[Na+]. The catalyst is Cl. The product is [CH3:1][C:2]1([CH3:16])[C:11]2[C:6](=[CH:7][C:8]([NH2:12])=[CH:9][CH:10]=2)[O:5][CH2:4][CH2:3]1. The yield is 0.920. (7) The reactants are [CH3:1][C:2]([C:7]1[N:8]=[C:9]([C:12]2[CH:17]=[CH:16][N:15]=[C:14]3[NH:18][N:19]=[CH:20][C:13]=23)[S:10][CH:11]=1)([CH2:5]C)[C:3]#[N:4].[OH-].[Na+].[Cl:23][O-].[Na+]. The catalyst is O.C([O-])([O-])=O.[Na+].[Na+]. The product is [Cl:23][C:20]1[C:13]2[C:14](=[N:15][CH:16]=[CH:17][C:12]=2[C:9]2[S:10][CH:11]=[C:7]([C:2]([CH3:5])([CH3:1])[C:3]#[N:4])[N:8]=2)[NH:18][N:19]=1. The yield is 0.0400. (8) The reactants are C(S)[CH2:2][S:3]([O-])(=O)=O.[Na+].[Br:9][C:10]1[C:11](Cl)=[N:12][C:13]([Cl:16])=[N:14][CH:15]=1.O. The catalyst is C(#N)C. The product is [Br:9][C:10]1[C:11]([S:3][CH3:2])=[N:12][C:13]([Cl:16])=[N:14][CH:15]=1. The yield is 0.700. (9) The reactants are [CH2:1]([O:3][C:4](=[O:30])[CH:5]([C:11]1[C:20]([O:21][CH2:22][C:23]2[CH:28]=[CH:27][CH:26]=[CH:25][CH:24]=2)=[C:19](Cl)[CH:18]=[C:17]2[C:12]=1[CH:13]=[CH:14][CH:15]=[N:16]2)[O:6][C:7]([CH3:10])([CH3:9])[CH3:8])[CH3:2].C(=O)([O-])[O-].[K+].[K+].[CH:37]1([B-](F)(F)F)[CH2:39][CH2:38]1.[K+]. The catalyst is C1(C)C=CC=CC=1.O.C([O-])(=O)C.[Pd+2].C([O-])(=O)C.C1(P(C2CCCCC2)C2C=CC=CC=2C2C(OC(C)C)=CC=CC=2OC(C)C)CCCCC1. The product is [CH2:1]([O:3][C:4](=[O:30])[CH:5]([C:11]1[C:20]([O:21][CH2:22][C:23]2[CH:28]=[CH:27][CH:26]=[CH:25][CH:24]=2)=[C:19]([CH:37]2[CH2:39][CH2:38]2)[CH:18]=[C:17]2[C:12]=1[CH:13]=[CH:14][CH:15]=[N:16]2)[O:6][C:7]([CH3:10])([CH3:9])[CH3:8])[CH3:2]. The yield is 0.930. (10) The reactants are [Br:1][C:2]1[CH:3]=[C:4]([C:8]2[C:17]([C:18](=O)[C:19]#[CH:20])=[C:11]3[CH:12]=[CH:13][CH:14]=[C:15]([Cl:16])[N:10]3[N:9]=2)[CH:5]=[CH:6][CH:7]=1.S(O)(O)(=O)=O.[CH:27]1([NH:30][C:31]([NH2:33])=[NH:32])[CH2:29][CH2:28]1.[O-]CC.[Na+]. No catalyst specified. The product is [Br:1][C:2]1[CH:3]=[C:4]([C:8]2[C:17]([C:18]3[CH:19]=[CH:20][N:33]=[C:31]([NH:30][CH:27]4[CH2:29][CH2:28]4)[N:32]=3)=[C:11]3[CH:12]=[CH:13][CH:14]=[C:15]([Cl:16])[N:10]3[N:9]=2)[CH:5]=[CH:6][CH:7]=1. The yield is 0.390.